This data is from Forward reaction prediction with 1.9M reactions from USPTO patents (1976-2016). The task is: Predict the product of the given reaction. (1) The product is: [OH:14][CH2:13][CH2:12][CH2:11][NH:10][C:8]([NH:7][C:1]1[CH:6]=[CH:5][CH:4]=[CH:3][CH:2]=1)=[S:9]. Given the reactants [C:1]1([N:7]=[C:8]=[S:9])[CH:6]=[CH:5][CH:4]=[CH:3][CH:2]=1.[NH2:10][CH2:11][CH2:12][CH2:13][OH:14], predict the reaction product. (2) The product is: [Cl:41][C:42]1[CH:47]=[CH:46][C:45]([C:48]([C:50]2[CH:55]=[CH:54][C:53]([Cl:56])=[CH:52][CH:51]=2)([OH:49])[C:2]2[CH:3]=[C:4]3[C:9](=[CH:10][CH:11]=2)[N:8]=[N:7][CH:6]=[C:5]3[NH:12][CH:13]2[CH2:14][CH2:15][N:16]([C:19]([O:21][C:22]([CH3:23])([CH3:24])[CH3:25])=[O:20])[CH2:17][CH2:18]2)=[CH:44][CH:43]=1. Given the reactants Br[C:2]1[CH:3]=[C:4]2[C:9](=[CH:10][CH:11]=1)[N:8]=[N:7][CH:6]=[C:5]2[NH:12][CH:13]1[CH2:18][CH2:17][N:16]([C:19]([O:21][C:22]([CH3:25])([CH3:24])[CH3:23])=[O:20])[CH2:15][CH2:14]1.[Li+].C[Si]([N-][Si](C)(C)C)(C)C.[Li]CCCC.[Cl:41][C:42]1[CH:47]=[CH:46][C:45]([C:48]([C:50]2[CH:55]=[CH:54][C:53]([Cl:56])=[CH:52][CH:51]=2)=[O:49])=[CH:44][CH:43]=1, predict the reaction product. (3) Given the reactants [H-].[Na+].Cl[C:4]1[N:13]=[C:12]([C:14]2[CH:19]=[CH:18][C:17]([CH:20]([CH3:22])[CH3:21])=[CH:16][CH:15]=2)[C:11]2[C:6](=[CH:7][C:8]([O:25][CH3:26])=[C:9]([O:23][CH3:24])[CH:10]=2)[N:5]=1, predict the reaction product. The product is: [CH:9]([O:23][C:4]1[N:13]=[C:12]([C:14]2[CH:19]=[CH:18][C:17]([CH:20]([CH3:22])[CH3:21])=[CH:16][CH:15]=2)[C:11]2[C:6](=[CH:7][C:8]([O:25][CH3:26])=[C:9]([O:23][CH3:24])[CH:10]=2)[N:5]=1)([CH3:10])[CH3:8]. (4) Given the reactants [OH:1][CH2:2][C:3]1[CH:8]=[CH:7][C:6]([CH:9]2[CH2:14][CH2:13][N:12]([C:15]([O:17][C:18]([CH3:21])([CH3:20])[CH3:19])=[O:16])[CH2:11][CH:10]2[O:22][CH2:23][C:24]2[CH:33]=[CH:32][C:31]3[C:26](=[CH:27][CH:28]=[CH:29][CH:30]=3)[CH:25]=2)=[CH:5][CH:4]=1.C(N(CC)CC)C.[C:41](Cl)(=[O:46])[C:42]([CH3:45])([CH3:44])[CH3:43], predict the reaction product. The product is: [CH3:43][C:42]([CH3:45])([CH3:44])[C:41]([O:1][CH2:2][C:3]1[CH:8]=[CH:7][C:6]([CH:9]2[CH2:14][CH2:13][N:12]([C:15]([O:17][C:18]([CH3:21])([CH3:19])[CH3:20])=[O:16])[CH2:11][CH:10]2[O:22][CH2:23][C:24]2[CH:33]=[CH:32][C:31]3[C:26](=[CH:27][CH:28]=[CH:29][CH:30]=3)[CH:25]=2)=[CH:5][CH:4]=1)=[O:46].